This data is from Forward reaction prediction with 1.9M reactions from USPTO patents (1976-2016). The task is: Predict the product of the given reaction. (1) Given the reactants [C:1]1([CH:7]2[C:16]3[C:11](=[CH:12][CH:13]=[CH:14][CH:15]=3)[CH2:10][CH2:9][NH:8]2)[CH:6]=[CH:5][CH:4]=[CH:3][CH:2]=1.C(O)(=O)[C@H]([C@@H](C(O)=O)O)O.C(OCC)(=O)C, predict the reaction product. The product is: [C:1]1([C@H:7]2[C:16]3[C:11](=[CH:12][CH:13]=[CH:14][CH:15]=3)[CH2:10][CH2:9][NH:8]2)[CH:2]=[CH:3][CH:4]=[CH:5][CH:6]=1. (2) Given the reactants [CH3:1][O:2][C:3]([C:5]1[S:6][C:7]([C:10](OC)=[O:11])=[CH:8][CH:9]=1)=[O:4], predict the reaction product. The product is: [CH3:1][O:2][C:3]([C:5]1[S:6][C:7]([CH2:10][OH:11])=[CH:8][CH:9]=1)=[O:4]. (3) Given the reactants C(O[C:6](=[O:19])[NH:7][C:8]1[C:17]2[C:12](=[CH:13][CH:14]=[CH:15][CH:16]=2)[C:11]([OH:18])=[CH:10][CH:9]=1)(C)(C)C.[F:20][C:21]1[CH:22]=[C:23]([CH:27]=[C:28]([N:30]2[CH2:35][CH2:34][CH2:33][CH2:32][CH2:31]2)[CH:29]=1)C(O)=O.[CH3:36][C:37]1[N:38]=[CH:39][S:40][C:41]=1[CH2:42][CH2:43]O, predict the reaction product. The product is: [F:20][C:21]1[CH:22]=[C:23]([CH:27]=[C:28]([N:30]2[CH2:31][CH2:32][CH2:33][CH2:34][CH2:35]2)[CH:29]=1)[C:6]([NH:7][C:8]1[C:17]2[C:12](=[CH:13][CH:14]=[CH:15][CH:16]=2)[C:11]([O:18][CH2:43][CH2:42][C:41]2[S:40][CH:39]=[N:38][C:37]=2[CH3:36])=[CH:10][CH:9]=1)=[O:19]. (4) Given the reactants [OH:1][C@H:2]1[CH2:7][CH2:6][C@@H:5]([NH:8][C:9]2[C:14]([C:15]#[N:16])=[CH:13][N:12]=[C:11](S(C)(=O)=O)[N:10]=2)[CH2:4][C:3]1([CH3:22])[CH3:21].[Cl:23][C:24]1[C:25]([C:33]([F:36])([F:35])[F:34])=[C:26]([CH2:30][CH2:31][NH2:32])[CH:27]=[CH:28][CH:29]=1.CCN(C(C)C)C(C)C, predict the reaction product. The product is: [Cl:23][C:24]1[C:25]([C:33]([F:34])([F:35])[F:36])=[C:26]([CH:27]=[CH:28][CH:29]=1)[CH2:30][CH2:31][NH:32][C:11]1[N:10]=[C:9]([NH:8][C@@H:5]2[CH2:6][CH2:7][C@H:2]([OH:1])[C:3]([CH3:22])([CH3:21])[CH2:4]2)[C:14]([C:15]#[N:16])=[CH:13][N:12]=1. (5) Given the reactants [O:1]1[CH:5]=[CH:4][C:3]([CH:6]2[CH2:9][CH:8]([OH:10])[CH2:7]2)=[N:2]1.CC(OI1(OC(C)=O)(OC(C)=O)OC(=O)C2C=CC=CC1=2)=O.C([O-])(O)=O.[Na+], predict the reaction product. The product is: [O:1]1[CH:5]=[CH:4][C:3]([CH:6]2[CH2:9][C:8](=[O:10])[CH2:7]2)=[N:2]1. (6) Given the reactants Cl[CH2:2][CH2:3][CH2:4][S:5]([NH:8][C:9]1[C:10]([F:22])=[C:11]([CH:16]=[C:17]([N+:19]([O-:21])=[O:20])[CH:18]=1)[C:12]([O:14][CH3:15])=[O:13])(=[O:7])=[O:6].CCN(CC)CC, predict the reaction product. The product is: [O:6]=[S:5]1(=[O:7])[CH2:4][CH2:3][CH2:2][N:8]1[C:9]1[C:10]([F:22])=[C:11]([CH:16]=[C:17]([N+:19]([O-:21])=[O:20])[CH:18]=1)[C:12]([O:14][CH3:15])=[O:13]. (7) The product is: [Br:26][CH2:2][CH2:3][O:4][CH2:5][CH2:6][CH2:7][CH2:8][N:9]([CH:13]1[CH2:18][CH2:17][N:16]([CH2:19][C:20]2[CH:25]=[CH:24][CH:23]=[CH:22][CH:21]=2)[CH2:15][CH2:14]1)[CH:10]([CH3:12])[CH3:11]. Given the reactants O[CH2:2][CH2:3][O:4][CH2:5][CH2:6][CH2:7][CH2:8][N:9]([CH:13]1[CH2:18][CH2:17][N:16]([CH2:19][C:20]2[CH:25]=[CH:24][CH:23]=[CH:22][CH:21]=2)[CH2:15][CH2:14]1)[CH:10]([CH3:12])[CH3:11].[Br:26]P(Br)(C1C=CC=CC=1)(C1C=CC=CC=1)C1C=CC=CC=1, predict the reaction product. (8) Given the reactants [NH2:1][C:2]1[N:3]=[C:4]([C:28]2[O:29][CH:30]=[CH:31][CH:32]=2)[C:5]2[N:10]=[N:9][N:8]([CH2:11][C:12]3[CH:20]=[C:19]4[C:15]([CH:16]=[CH:17][N:18]4C(OC(C)(C)C)=O)=[CH:14][CH:13]=3)[C:6]=2[N:7]=1.C[O-].[Na+], predict the reaction product. The product is: [O:29]1[CH:30]=[CH:31][CH:32]=[C:28]1[C:4]1[C:5]2[N:10]=[N:9][N:8]([CH2:11][C:12]3[CH:20]=[C:19]4[C:15]([CH:16]=[CH:17][NH:18]4)=[CH:14][CH:13]=3)[C:6]=2[N:7]=[C:2]([NH2:1])[N:3]=1.